This data is from Reaction yield outcomes from USPTO patents with 853,638 reactions. The task is: Predict the reaction yield, written as a fraction of the theoretical maximum amount of product (1.0 means a 100% yield; for example, 0.34 means a 34% yield). (1) The reactants are [CH3:1][C@@H:2]1[NH:7][CH2:6][CH2:5][N:4]([C:8]([O:10][C:11]([CH3:14])([CH3:13])[CH3:12])=[O:9])[CH2:3]1.Br[C:16]1[CH:17]=[CH:18][C:19]([N+:22]([O-:24])=[O:23])=[N:20][CH:21]=1. No catalyst specified. The product is [CH3:1][C@@H:2]1[N:7]([C:16]2[CH:21]=[N:20][C:19]([N+:22]([O-:24])=[O:23])=[CH:18][CH:17]=2)[CH2:6][CH2:5][N:4]([C:8]([O:10][C:11]([CH3:13])([CH3:12])[CH3:14])=[O:9])[CH2:3]1. The yield is 0.500. (2) The reactants are [CH:1]([C:4]1[CH:9]=[CH:8][C:7]([C:10]2[S:14][C:13](=[O:15])[N:12]([C:16]3[CH:25]=[CH:24][C:19]([C:20]([O:22]C)=[O:21])=[CH:18][CH:17]=3)[N:11]=2)=[CH:6][CH:5]=1)([CH3:3])[CH3:2].B(Br)(Br)Br. The catalyst is ClCCl. The product is [CH:1]([C:4]1[CH:5]=[CH:6][C:7]([C:10]2[S:14][C:13](=[O:15])[N:12]([C:16]3[CH:25]=[CH:24][C:19]([C:20]([OH:22])=[O:21])=[CH:18][CH:17]=3)[N:11]=2)=[CH:8][CH:9]=1)([CH3:3])[CH3:2]. The yield is 1.00. (3) The reactants are CO[CH:3]([O:14][CH3:15])[CH2:4][O:5][C:6](=[O:13])[C:7]1[CH:12]=[CH:11][CH:10]=[CH:9][CH:8]=1.[SH:16][CH2:17]CO. The catalyst is O.C1(C)C=CC(S(O)(=O)=O)=CC=1.C1(C)C=CC=CC=1. The product is [C:6]([O:5][CH2:4][CH:3]1[S:16][CH2:17][CH2:15][O:14]1)(=[O:13])[C:7]1[CH:8]=[CH:9][CH:10]=[CH:11][CH:12]=1. The yield is 1.00. (4) The reactants are Br[C:2]1[CH:3]=[CH:4][C:5]([N+:31]([O-])=O)=[C:6]2[C:11]=1[NH:10][CH:9]=[C:8]([C:12]([NH:14][C:15]1[CH:20]=[C:19]([OH:21])[C:18]([C:22]([CH3:25])([CH3:24])[CH3:23])=[CH:17][C:16]=1[C:26]([CH3:29])([CH3:28])[CH3:27])=[O:13])[C:7]2=[O:30].Cl. The catalyst is [Pd].CCOC(C)=O. The product is [NH2:31][C:5]1[CH:4]=[CH:3][CH:2]=[C:11]2[C:6]=1[C:7](=[O:30])[C:8]([C:12]([NH:14][C:15]1[CH:20]=[C:19]([OH:21])[C:18]([C:22]([CH3:23])([CH3:24])[CH3:25])=[CH:17][C:16]=1[C:26]([CH3:29])([CH3:28])[CH3:27])=[O:13])=[CH:9][NH:10]2. The yield is 0.480. (5) The reactants are CC([O:4][C@@H:5]1[C@@H:10]([O:11]C(C)=O)[C@@H:9]([O:15]C(C)=O)[C@@H:8]2[NH:19][C:20]([C:22]3[C:27]([C@H:7]2[CH2:6]1)=[CH:26][C:25]1[O:28][CH2:29][O:30][C:24]=1[CH:23]=3)=[O:21])=O.C(=O)([O-])[O-].[K+].[K+]. The catalyst is CO. The product is [CH:26]1[C:27]2[C:7]3=[CH:6][C@H:5]([OH:4])[C@@H:10]([OH:11])[C@@H:9]([OH:15])[C@@H:8]3[NH:19][C:20](=[O:21])[C:22]=2[CH:23]=[C:24]2[O:30][CH2:29][O:28][C:25]=12. The yield is 0.910. (6) The catalyst is C(O)C.[Pd]. The reactants are [CH3:1][C:2]1[C:7]([O:8][C:9]([CH3:12])([CH3:11])[CH3:10])=[CH:6][CH:5]=[CH:4][C:3]=1[N+:13]([O-])=O. The yield is 0.980. The product is [CH3:1][C:2]1[C:7]([O:8][C:9]([CH3:12])([CH3:11])[CH3:10])=[CH:6][CH:5]=[CH:4][C:3]=1[NH2:13]. (7) The reactants are CN1C=CN=C1.[CH:7]1([CH2:12][C@H:13]([CH2:34][N:35]([CH:44]=[O:45])[O:36][CH2:37][C:38]2[CH:43]=[CH:42][CH:41]=[CH:40][CH:39]=2)[C:14]([N:16]2[C@H:20]([C:21]([OH:23])=O)[CH2:19][CH2:18][N:17]2[C:24](OCC2C=CC=CC=2)=O)=[O:15])[CH2:11][CH2:10][CH2:9][CH2:8]1.S(Cl)(C)(=O)=O.[NH2:51][C:52]1[CH:57]=[CH:56][N:55]=[CH:54][N:53]=1. The catalyst is CN(C=O)C. The product is [CH:7]1([CH2:12][C@H:13]([CH2:34][N:35]([CH:44]=[O:45])[O:36][CH2:37][C:38]2[CH:39]=[CH:40][CH:41]=[CH:42][CH:43]=2)[C:14]([N:16]2[C@H:20]([C:21]([NH:51][C:52]3[CH:57]=[CH:56][N:55]=[CH:54][N:53]=3)=[O:23])[CH2:19][CH2:18][N:17]2[CH3:24])=[O:15])[CH2:11][CH2:10][CH2:9][CH2:8]1. The yield is 0.800.